This data is from Forward reaction prediction with 1.9M reactions from USPTO patents (1976-2016). The task is: Predict the product of the given reaction. (1) Given the reactants Cl.[NH2:2][CH:3]([C:8]1[CH:13]=[CH:12][C:11]([O:14][CH3:15])=[C:10](OCC)[CH:9]=1)[CH2:4][CH:5]([OH:7])[CH3:6].[NH2:19][C:20]1[CH:35]=[CH:34][CH:33]=[C:22]2[C:23](N(C(OCC)=O)[C:26](=[O:27])[C:21]=12)=[O:24].C(N([CH2:41][CH3:42])CC)C.CN(C)C=[O:46], predict the reaction product. The product is: [NH2:19][C:20]1[CH:35]=[CH:34][CH:33]=[C:22]2[C:21]=1[C:26](=[O:27])[N:2]([CH:3]([C:8]1[CH:9]=[CH:10][C:11]([O:14][CH3:15])=[CH:12][C:13]=1[O:46][CH2:41][CH3:42])[CH2:4][CH:5]([OH:7])[CH3:6])[C:23]2=[O:24]. (2) Given the reactants [OH:1][CH2:2][CH:3]1[CH2:8][CH2:7][CH:6]([C:9]([O:11][CH2:12][CH3:13])=[O:10])[CH2:5][CH2:4]1.N1C=CN=C1.[CH3:19][C:20]([Si:23](Cl)([CH3:25])[CH3:24])([CH3:22])[CH3:21], predict the reaction product. The product is: [Si:23]([O:1][CH2:2][CH:3]1[CH2:4][CH2:5][CH:6]([C:9]([O:11][CH2:12][CH3:13])=[O:10])[CH2:7][CH2:8]1)([C:20]([CH3:22])([CH3:21])[CH3:19])([CH3:25])[CH3:24]. (3) The product is: [Cl:9][C:4]1[CH:5]=[C:6]([Cl:8])[N:7]=[C:2]([NH:19][CH2:20][C@H:21]([OH:23])[CH3:22])[N:3]=1. Given the reactants Cl[C:2]1[N:7]=[C:6]([Cl:8])[CH:5]=[C:4]([Cl:9])[N:3]=1.CCN(C(C)C)C(C)C.[NH2:19][CH2:20][C@H:21]([OH:23])[CH3:22], predict the reaction product.